From a dataset of Full USPTO retrosynthesis dataset with 1.9M reactions from patents (1976-2016). Predict the reactants needed to synthesize the given product. (1) Given the product [Cl:40][C:41]1[CH:49]=[C:48]([CH3:50])[C:44]([C:45]([NH:1][CH2:2][CH2:3][CH:4]([N:6]2[CH2:11][CH2:10][CH:9]([NH:12][CH2:13][C:14]3[N:15]=[CH:16][S:17][CH:18]=3)[CH2:8][CH2:7]2)[CH3:5])=[O:46])=[C:43]([CH3:51])[N:42]=1, predict the reactants needed to synthesize it. The reactants are: [NH2:1][CH2:2][CH2:3][CH:4]([N:6]1[CH2:11][CH2:10][CH:9]([NH:12][CH2:13][C:14]2[N:15]=[CH:16][S:17][CH:18]=2)[CH2:8][CH2:7]1)[CH3:5].CCN=C=NCCCN(C)C.C1C=CC2N(O)N=NC=2C=1.[Cl:40][C:41]1[CH:49]=[C:48]([CH3:50])[C:44]([C:45](O)=[O:46])=[C:43]([CH3:51])[N:42]=1.CCN(C(C)C)C(C)C. (2) The reactants are: [Br:1][C:2]1[C:12]([OH:13])=[CH:11][C:5]([C:6]([O:8][CH2:9][CH3:10])=[O:7])=[C:4]([F:14])[CH:3]=1.C(=O)([O-])[O-].[K+].[K+].[CH2:21](I)[CH3:22]. Given the product [Br:1][C:2]1[C:12]([O:13][CH2:21][CH3:22])=[CH:11][C:5]([C:6]([O:8][CH2:9][CH3:10])=[O:7])=[C:4]([F:14])[CH:3]=1, predict the reactants needed to synthesize it. (3) The reactants are: [Cl:1][C:2]1[C:3]2[CH2:4][C:5]3[CH2:9][N:8]([C@@H:10]([CH2:20][CH:21]4[CH2:26][CH2:25][CH2:24][CH2:23][CH2:22]4)[C:11]([NH:13][C:14]4C=C[CH:17]=[CH:16][N:15]=4)=[O:12])[C:7](=[O:27])[C:6]=3[O:28][C:29]=2[CH:30]=[CH:31][CH:32]=1.NC1[S:35]C=CN=1.ON1C2C=CC=CC=2N=N1. Given the product [Cl:1][C:2]1[C:3]2[CH2:4][C:5]3[CH2:9][N:8]([C@@H:10]([CH2:20][CH:21]4[CH2:26][CH2:25][CH2:24][CH2:23][CH2:22]4)[C:11]([NH:13][C:14]4[S:35][CH:17]=[CH:16][N:15]=4)=[O:12])[C:7](=[O:27])[C:6]=3[O:28][C:29]=2[CH:30]=[CH:31][CH:32]=1, predict the reactants needed to synthesize it. (4) Given the product [CH2:68]([N:69]1[C@@H:73]([CH3:75])[CH2:74][N:8]([C:11]2[CH:19]=[CH:18][CH:17]=[C:16]3[C:12]=2[C:13](=[O:32])[N:14]([CH2:21][C:22]2[CH:27]=[CH:26][C:25]([O:28][CH3:29])=[C:24]([O:30][CH3:31])[CH:23]=2)[C:15]3=[O:20])[CH2:71][C@H:70]1[CH3:72])[C:67]1[CH:58]=[CH:59][CH:52]=[CH:53][CH:54]=1, predict the reactants needed to synthesize it. The reactants are: FC1C=CC=C(F)C=1CN1CC[N:8]([C:11]2[CH:19]=[CH:18][CH:17]=[C:16]3[C:12]=2[C:13](=[O:32])[N:14]([CH2:21][C:22]2[CH:27]=[CH:26][C:25]([O:28][CH3:29])=[C:24]([O:30][CH3:31])[CH:23]=2)[C:15]3=[O:20])CC1.C(N1CCNCC1)(OC(C)(C)C)=O.F[C:52]1[CH:59]=[CH:58]C=C(F)[C:53]=1[CH2:54]Br.C([O-])([O-])=O.[K+].[K+].[CH3:67][CH2:68][N:69]([CH:73]([CH3:75])[CH3:74])[CH:70]([CH3:72])[CH3:71]. (5) The reactants are: [C:1](Cl)(=[O:4])[CH:2]=[CH2:3].[Cl-].[Al+3].[Cl-].[Cl-].[C:10]1([CH3:16])[CH:15]=[CH:14][CH:13]=[CH:12][CH:11]=1. Given the product [CH3:16][C:10]1[CH:15]=[CH:14][C:13]([C:1](=[O:4])[CH:2]=[CH2:3])=[CH:12][CH:11]=1, predict the reactants needed to synthesize it. (6) Given the product [O:16]=[C:14]1[C:10]2[C:5](=[CH:6][CH:7]=[CH:8][CH:9]=2)[CH:11]([C:12]([OH:13])=[O:17])[CH2:15]1, predict the reactants needed to synthesize it. The reactants are: [Al+3].[Cl-].[Cl-].[Cl-].[C:5]1([CH:11]2[CH2:15][C:14](=[O:16])[O:13][C:12]2=[O:17])[CH:10]=[CH:9][CH:8]=[CH:7][CH:6]=1. (7) Given the product [O:35]1[C:30]2([CH2:29][CH2:28][N:27]([CH2:26][CH2:25][CH2:24][CH2:23][CH2:22][CH2:21][CH2:20][CH2:19][CH2:18][N:10]([CH2:9][C@H:8]([OH:7])[C:44]3[C:52]4[S:51][C:50](=[O:53])[NH:49][C:48]=4[C:47]([OH:54])=[CH:46][CH:45]=3)[C:11](=[O:17])[O:12][C:13]([CH3:16])([CH3:15])[CH3:14])[CH2:43][CH2:42]2)[CH2:31][NH:32][CH2:33][CH2:34]1, predict the reactants needed to synthesize it. The reactants are: C(=O)([O-])[O-].[K+].[K+].[OH:7][C@H:8]([C:44]1[C:52]2[S:51][C:50](=[O:53])[NH:49][C:48]=2[C:47]([OH:54])=[CH:46][CH:45]=1)[CH2:9][N:10]([CH2:18][CH2:19][CH2:20][CH2:21][CH2:22][CH2:23][CH2:24][CH2:25][CH2:26][N:27]1[CH2:43][CH2:42][C:30]2([O:35][CH2:34][CH2:33][N:32](C(=O)C(F)(F)F)[CH2:31]2)[CH2:29][CH2:28]1)[C:11](=[O:17])[O:12][C:13]([CH3:16])([CH3:15])[CH3:14]. (8) The reactants are: FC(F)(F)C(O)=O.C(NC1NC2C(N=C(OC)N=2)=C(N)N=1)CCC.C(=O)([O-])[O-].[K+].[K+].N1CCCCCC1.C(N(CC)CC)C.[CH2:45]([NH:49][C:50]1[N:58]=[C:57]2[C:53]([N:54]=[C:55]([O:71]C)[N:56]2[CH2:59][CH2:60][CH2:61][CH2:62][CH2:63][N:64]2[CH2:70][CH2:69][CH2:68][CH2:67][CH2:66][CH2:65]2)=[C:52]([NH2:73])[N:51]=1)[CH2:46][CH2:47][CH3:48]. Given the product [NH2:73][C:52]1[N:51]=[C:50]([NH:49][CH2:45][CH2:46][CH2:47][CH3:48])[N:58]=[C:57]2[C:53]=1[NH:54][C:55](=[O:71])[N:56]2[CH2:59][CH2:60][CH2:61][CH2:62][CH2:63][N:64]1[CH2:65][CH2:66][CH2:67][CH2:68][CH2:69][CH2:70]1, predict the reactants needed to synthesize it. (9) Given the product [Cl:1][C:2]1[N:10]([CH2:11][CH:12]=[CH2:13])[C:9]2[C:8](=[O:14])[N:7]([CH3:22])[C:6](=[O:15])[N:5]([CH2:16][O:17][CH2:18][CH2:19][O:20][CH3:21])[C:4]=2[N:3]=1, predict the reactants needed to synthesize it. The reactants are: [Cl:1][C:2]1[N:10]([CH2:11][CH:12]=[CH2:13])[C:9]2[C:8](=[O:14])[NH:7][C:6](=[O:15])[N:5]([CH2:16][O:17][CH2:18][CH2:19][O:20][CH3:21])[C:4]=2[N:3]=1.[C:22](=O)([O-])[O-].[Na+].[Na+].CI.